From a dataset of NCI-60 drug combinations with 297,098 pairs across 59 cell lines. Regression. Given two drug SMILES strings and cell line genomic features, predict the synergy score measuring deviation from expected non-interaction effect. (1) Drug 1: CC1=C(C=C(C=C1)NC2=NC=CC(=N2)N(C)C3=CC4=NN(C(=C4C=C3)C)C)S(=O)(=O)N.Cl. Drug 2: C1=NC(=NC(=O)N1C2C(C(C(O2)CO)O)O)N. Cell line: A498. Synergy scores: CSS=1.69, Synergy_ZIP=-0.0684, Synergy_Bliss=3.32, Synergy_Loewe=-4.83, Synergy_HSA=-0.0485. (2) Drug 1: CC(CN1CC(=O)NC(=O)C1)N2CC(=O)NC(=O)C2. Drug 2: CC1CCC2CC(C(=CC=CC=CC(CC(C(=O)C(C(C(=CC(C(=O)CC(OC(=O)C3CCCCN3C(=O)C(=O)C1(O2)O)C(C)CC4CCC(C(C4)OC)O)C)C)O)OC)C)C)C)OC. Cell line: HOP-92. Synergy scores: CSS=27.4, Synergy_ZIP=-9.68, Synergy_Bliss=-5.93, Synergy_Loewe=-1.90, Synergy_HSA=-0.758. (3) Drug 1: C1CN1P(=S)(N2CC2)N3CC3. Drug 2: CC1=C(C=C(C=C1)NC(=O)C2=CC=C(C=C2)CN3CCN(CC3)C)NC4=NC=CC(=N4)C5=CN=CC=C5. Cell line: A498. Synergy scores: CSS=6.30, Synergy_ZIP=-2.82, Synergy_Bliss=0.813, Synergy_Loewe=-2.99, Synergy_HSA=0.607. (4) Synergy scores: CSS=42.5, Synergy_ZIP=0.831, Synergy_Bliss=1.50, Synergy_Loewe=-44.1, Synergy_HSA=2.23. Drug 1: CC1C(C(CC(O1)OC2CC(CC3=C2C(=C4C(=C3O)C(=O)C5=C(C4=O)C(=CC=C5)OC)O)(C(=O)C)O)N)O.Cl. Cell line: U251. Drug 2: CC1=C(C=C(C=C1)NC(=O)C2=CC=C(C=C2)CN3CCN(CC3)C)NC4=NC=CC(=N4)C5=CN=CC=C5. (5) Drug 1: CC1CCC2CC(C(=CC=CC=CC(CC(C(=O)C(C(C(=CC(C(=O)CC(OC(=O)C3CCCCN3C(=O)C(=O)C1(O2)O)C(C)CC4CCC(C(C4)OC)O)C)C)O)OC)C)C)C)OC. Drug 2: CC1=C(C(=CC=C1)Cl)NC(=O)C2=CN=C(S2)NC3=CC(=NC(=N3)C)N4CCN(CC4)CCO. Cell line: A498. Synergy scores: CSS=14.9, Synergy_ZIP=2.18, Synergy_Bliss=3.71, Synergy_Loewe=4.22, Synergy_HSA=4.40.